From a dataset of Forward reaction prediction with 1.9M reactions from USPTO patents (1976-2016). Predict the product of the given reaction. (1) Given the reactants [CH2:1]1OCCOCCOCCOCCOCCOC1.CC(C)([O-])C.[K+].[O:25]1[CH2:29][CH2:28][O:27][CH:26]1[C:30]1[CH:35]=[CH:34][C:33]([C:36]2[CH:37]=[N:38][NH:39][CH:40]=2)=[C:32]([N+:41]([O-:43])=[O:42])[CH:31]=1.IC, predict the reaction product. The product is: [O:27]1[CH2:28][CH2:29][O:25][CH:26]1[C:30]1[CH:35]=[CH:34][C:33]([C:36]2[CH:40]=[N:39][N:38]([CH3:1])[CH:37]=2)=[C:32]([N+:41]([O-:43])=[O:42])[CH:31]=1. (2) Given the reactants [Na].[C:2]([O:6][C:7]([N:9]1[CH2:12][C:11]([CH2:21][C:22]([O:24]C)=O)([NH:13][C:14](=[O:20])[CH2:15][C:16]([O:18][CH3:19])=[O:17])[CH2:10]1)=[O:8])([CH3:5])([CH3:4])[CH3:3], predict the reaction product. The product is: [CH3:19][O:18][C:16]([CH:15]1[C:22](=[O:24])[CH2:21][C:11]2([CH2:12][N:9]([C:7]([O:6][C:2]([CH3:4])([CH3:5])[CH3:3])=[O:8])[CH2:10]2)[NH:13][C:14]1=[O:20])=[O:17]. (3) Given the reactants [O:1]1[CH2:6][CH2:5][CH2:4][C:3](=O)[CH2:2]1.[C:8]([O:12][C:13]([CH3:16])([CH3:15])[CH3:14])(=[O:11])[NH:9][NH2:10].C(O)(=O)C.C(O[BH-](OC(=O)C)OC(=O)C)(=O)C.[Na+], predict the reaction product. The product is: [O:1]1[CH2:6][CH2:5][CH2:4][CH:3]([NH:10][NH:9][C:8]([O:12][C:13]([CH3:16])([CH3:15])[CH3:14])=[O:11])[CH2:2]1. (4) The product is: [C:1]([O:4][C@H:5]1[C@H:10]([O:11][C:12](=[O:14])[CH3:13])[C@H:9]([O:15][C:16](=[O:18])[CH3:17])[C@H:8]([CH3:19])[O:7][C@@H:6]1[NH2:20])(=[O:3])[CH3:2]. Given the reactants [C:1]([O:4][C@H:5]1[C@H:10]([O:11][C:12](=[O:14])[CH3:13])[C@H:9]([O:15][C:16](=[O:18])[CH3:17])[C@H:8]([CH3:19])[O:7][C@@H:6]1[N:20]=[N+]=[N-])(=[O:3])[CH3:2], predict the reaction product.